From a dataset of Full USPTO retrosynthesis dataset with 1.9M reactions from patents (1976-2016). Predict the reactants needed to synthesize the given product. (1) Given the product [Br:1][C:2]1[CH:22]=[CH:21][CH:20]=[C:19]2[C:3]=1[CH2:4][CH2:5][N:6]=[C:7]2[C:8]1[CH:13]=[CH:12][C:11]([C:14]([F:17])([F:16])[F:15])=[CH:10][CH:9]=1, predict the reactants needed to synthesize it. The reactants are: [Br:1][C:2]1[CH:22]=[CH:21][CH:20]=[CH:19][C:3]=1[CH2:4][CH2:5][NH:6][C:7](=O)[C:8]1[CH:13]=[CH:12][C:11]([C:14]([F:17])([F:16])[F:15])=[CH:10][CH:9]=1.O=P12OP3(OP(OP(O3)(O1)=O)(=O)O2)=O. (2) The reactants are: [CH:1]([O:4][C:5](=[O:23])[NH:6][C:7]1[CH:8]=[C:9]2[N:15]=[C:14]([C:16]3[CH:21]=[CH:20][CH:19]=[C:18]([NH2:22])[CH:17]=3)[NH:13][C:10]2=[N:11][CH:12]=1)([CH3:3])[CH3:2].[C:24](Cl)(=[O:26])[CH3:25]. Given the product [CH:1]([O:4][C:5](=[O:23])[NH:6][C:7]1[CH:8]=[C:9]2[N:15]=[C:14]([C:16]3[CH:21]=[CH:20][CH:19]=[C:18]([NH:22][C:24](=[O:26])[CH3:25])[CH:17]=3)[NH:13][C:10]2=[N:11][CH:12]=1)([CH3:3])[CH3:2], predict the reactants needed to synthesize it. (3) Given the product [Cl:29][C:30]1[CH:31]=[C:32]([N:36]2[CH2:41][CH2:40][N:39]([CH2:12][C@@H:13]3[O:27][C:17]4=[C:18]5[C:23](=[CH:24][CH:25]=[C:16]4[O:15][CH2:14]3)[N:22]=[C:21]([CH3:26])[CH:20]=[CH:19]5)[CH2:38][CH2:37]2)[CH:33]=[CH:34][CH:35]=1, predict the reactants needed to synthesize it. The reactants are: BrC1C=CC(S(O[CH2:12][C@@H:13]2[O:27][C:17]3=[C:18]4[C:23](=[CH:24][CH:25]=[C:16]3[O:15][CH2:14]2)[N:22]=[C:21]([CH3:26])[CH:20]=[CH:19]4)(=O)=O)=CC=1.Cl.[Cl:29][C:30]1[CH:31]=[C:32]([N:36]2[CH2:41][CH2:40][NH:39][CH2:38][CH2:37]2)[CH:33]=[CH:34][CH:35]=1.C(N(C(C)C)CC)(C)C. (4) Given the product [CH2:7]([O:14][C:15]([CH:17]1[CH2:22][CH2:21][CH:20]([CH2:23][O:4][CH2:3][C:2]([F:6])([F:5])[F:1])[CH2:19][CH2:18]1)=[O:16])[C:8]1[CH:13]=[CH:12][CH:11]=[CH:10][CH:9]=1, predict the reactants needed to synthesize it. The reactants are: [F:1][C:2]([F:6])([F:5])[CH2:3][OH:4].[CH2:7]([O:14][C:15]([CH:17]1[CH2:22][CH2:21][CH:20]([CH2:23]O)[CH2:19][CH2:18]1)=[O:16])[C:8]1[CH:13]=[CH:12][CH:11]=[CH:10][CH:9]=1.N(C(N(C)C)=O)=NC(N(C)C)=O.C(P(CCCC)CCCC)CCC. (5) Given the product [F:1][C:2]1[CH:9]=[CH:8][C:5]2[C:6](=[O:11])[NH:7][S:10][C:4]=2[CH:3]=1, predict the reactants needed to synthesize it. The reactants are: [F:1][C:2]1[CH:9]=[CH:8][C:5]([C:6]#[N:7])=[C:4]([SH:10])[CH:3]=1.[OH:11]S(O)(=O)=O.C([O-])(O)=O.[Na+]. (6) Given the product [C:1]([N:5]([C:26](=[O:35])[C:27]1[CH:32]=[C:31]([CH3:33])[CH:30]=[C:29]([CH3:34])[CH:28]=1)[NH:6][C:7]([C:8]1[CH:13]=[CH:12][C:11]2[CH:14]=[N:37][NH:36][B:16]([OH:17])[C:10]=2[CH:9]=1)=[O:25])([CH3:4])([CH3:3])[CH3:2], predict the reactants needed to synthesize it. The reactants are: [C:1]([N:5]([C:26](=[O:35])[C:27]1[CH:32]=[C:31]([CH3:33])[CH:30]=[C:29]([CH3:34])[CH:28]=1)[NH:6][C:7](=[O:25])[C:8]1[CH:13]=[CH:12][C:11]([CH:14]=O)=[C:10]([B:16]2OC(C)(C)C(C)(C)[O:17]2)[CH:9]=1)([CH3:4])([CH3:3])[CH3:2].[NH2:36][NH2:37]. (7) The reactants are: OO.NC(N)=[O:5].FC(F)(F)C(OC(=O)C(F)(F)F)=O.[Br:20][C:21]1[C:22]([CH3:29])=[N:23][C:24]([Cl:28])=[CH:25][C:26]=1[CH3:27].CSC. Given the product [Br:20][C:21]1[C:22]([CH3:29])=[N+:23]([O-:5])[C:24]([Cl:28])=[CH:25][C:26]=1[CH3:27], predict the reactants needed to synthesize it.